From a dataset of NCI-60 drug combinations with 297,098 pairs across 59 cell lines. Regression. Given two drug SMILES strings and cell line genomic features, predict the synergy score measuring deviation from expected non-interaction effect. (1) Drug 1: CC1=C(C=C(C=C1)NC(=O)C2=CC=C(C=C2)CN3CCN(CC3)C)NC4=NC=CC(=N4)C5=CN=CC=C5. Drug 2: CC12CCC3C(C1CCC2O)C(CC4=C3C=CC(=C4)O)CCCCCCCCCS(=O)CCCC(C(F)(F)F)(F)F. Cell line: SF-295. Synergy scores: CSS=2.83, Synergy_ZIP=-0.292, Synergy_Bliss=-0.418, Synergy_Loewe=-0.268, Synergy_HSA=-0.360. (2) Drug 1: C1CN1P(=S)(N2CC2)N3CC3. Drug 2: CC1=C(C=C(C=C1)C(=O)NC2=CC(=CC(=C2)C(F)(F)F)N3C=C(N=C3)C)NC4=NC=CC(=N4)C5=CN=CC=C5. Cell line: OVCAR-5. Synergy scores: CSS=1.60, Synergy_ZIP=1.92, Synergy_Bliss=2.30, Synergy_Loewe=0.368, Synergy_HSA=-0.759. (3) Drug 1: CC12CCC3C(C1CCC2=O)CC(=C)C4=CC(=O)C=CC34C. Drug 2: C1=C(C(=O)NC(=O)N1)N(CCCl)CCCl. Cell line: MOLT-4. Synergy scores: CSS=68.5, Synergy_ZIP=-1.72, Synergy_Bliss=-3.92, Synergy_Loewe=-3.83, Synergy_HSA=-3.10. (4) Drug 1: CCC1(CC2CC(C3=C(CCN(C2)C1)C4=CC=CC=C4N3)(C5=C(C=C6C(=C5)C78CCN9C7C(C=CC9)(C(C(C8N6C)(C(=O)OC)O)OC(=O)C)CC)OC)C(=O)OC)O.OS(=O)(=O)O. Drug 2: COC1=NC(=NC2=C1N=CN2C3C(C(C(O3)CO)O)O)N. Cell line: MDA-MB-231. Synergy scores: CSS=-4.16, Synergy_ZIP=6.93, Synergy_Bliss=5.92, Synergy_Loewe=-3.72, Synergy_HSA=-3.74. (5) Drug 1: CN1CCC(CC1)COC2=C(C=C3C(=C2)N=CN=C3NC4=C(C=C(C=C4)Br)F)OC. Drug 2: CC1=C(C(=O)C2=C(C1=O)N3CC4C(C3(C2COC(=O)N)OC)N4)N. Cell line: HOP-62. Synergy scores: CSS=41.4, Synergy_ZIP=-0.845, Synergy_Bliss=-2.76, Synergy_Loewe=-22.0, Synergy_HSA=-2.49. (6) Drug 2: CCC(=C(C1=CC=CC=C1)C2=CC=C(C=C2)OCCN(C)C)C3=CC=CC=C3.C(C(=O)O)C(CC(=O)O)(C(=O)O)O. Cell line: COLO 205. Drug 1: CCC1=CC2CC(C3=C(CN(C2)C1)C4=CC=CC=C4N3)(C5=C(C=C6C(=C5)C78CCN9C7C(C=CC9)(C(C(C8N6C)(C(=O)OC)O)OC(=O)C)CC)OC)C(=O)OC.C(C(C(=O)O)O)(C(=O)O)O. Synergy scores: CSS=56.6, Synergy_ZIP=15.9, Synergy_Bliss=15.7, Synergy_Loewe=-25.2, Synergy_HSA=10.3. (7) Drug 1: C1=CC(=CC=C1CC(C(=O)O)N)N(CCCl)CCCl.Cl. Drug 2: CC1CCC2CC(C(=CC=CC=CC(CC(C(=O)C(C(C(=CC(C(=O)CC(OC(=O)C3CCCCN3C(=O)C(=O)C1(O2)O)C(C)CC4CCC(C(C4)OC)OCCO)C)C)O)OC)C)C)C)OC. Cell line: MOLT-4. Synergy scores: CSS=55.6, Synergy_ZIP=0.449, Synergy_Bliss=0.867, Synergy_Loewe=0.599, Synergy_HSA=3.67. (8) Drug 1: CC1=C(N=C(N=C1N)C(CC(=O)N)NCC(C(=O)N)N)C(=O)NC(C(C2=CN=CN2)OC3C(C(C(C(O3)CO)O)O)OC4C(C(C(C(O4)CO)O)OC(=O)N)O)C(=O)NC(C)C(C(C)C(=O)NC(C(C)O)C(=O)NCCC5=NC(=CS5)C6=NC(=CS6)C(=O)NCCC[S+](C)C)O. Drug 2: C1C(C(OC1N2C=NC3=C2NC=NCC3O)CO)O. Cell line: COLO 205. Synergy scores: CSS=49.0, Synergy_ZIP=9.64, Synergy_Bliss=10.1, Synergy_Loewe=6.53, Synergy_HSA=11.2. (9) Drug 1: C1CCC(CC1)NC(=O)N(CCCl)N=O. Drug 2: C1=NC2=C(N=C(N=C2N1C3C(C(C(O3)CO)O)O)F)N. Cell line: NCI/ADR-RES. Synergy scores: CSS=34.9, Synergy_ZIP=-9.82, Synergy_Bliss=-6.57, Synergy_Loewe=-17.3, Synergy_HSA=-6.04.